Dataset: Forward reaction prediction with 1.9M reactions from USPTO patents (1976-2016). Task: Predict the product of the given reaction. (1) Given the reactants [Si]([O:8][CH2:9][CH2:10][CH2:11][CH2:12][CH2:13][CH2:14][CH2:15][CH2:16][CH2:17][CH2:18][CH2:19][CH2:20][CH2:21][CH2:22][CH2:23][CH2:24][NH:25][C:26]1[CH:31]=[C:30]([O:32][CH3:33])[CH:29]=[CH:28][C:27]=1[O:34][CH3:35])(C(C)(C)C)(C)C.[F-].C([N+](CCCC)(CCCC)CCCC)CCC.[Cl-].[NH4+], predict the reaction product. The product is: [CH3:35][O:34][C:27]1[CH:28]=[CH:29][C:30]([O:32][CH3:33])=[CH:31][C:26]=1[NH:25][CH2:24][CH2:23][CH2:22][CH2:21][CH2:20][CH2:19][CH2:18][CH2:17][CH2:16][CH2:15][CH2:14][CH2:13][CH2:12][CH2:11][CH2:10][CH2:9][OH:8]. (2) Given the reactants [NH:1]1[C:5]2=[N:6][CH:7]=[CH:8][CH:9]=[C:4]2[CH2:3][CH2:2]1.[Br:10]Br.S([O-])([O-])(=O)=S.[Na+].[Na+], predict the reaction product. The product is: [Br:10][C:8]1[CH:9]=[C:4]2[CH2:3][CH2:2][NH:1][C:5]2=[N:6][CH:7]=1. (3) Given the reactants [Cl:1][S:2]([OH:5])(=O)=[O:3].[F:6][C:7]1[CH:19]=[CH:18][C:10]([O:11][C:12]2[CH:17]=[CH:16][CH:15]=[CH:14][CH:13]=2)=[CH:9][CH:8]=1, predict the reaction product. The product is: [F:6][C:7]1[CH:19]=[CH:18][C:10]([O:11][C:12]2[CH:17]=[CH:16][C:15]([S:2]([Cl:1])(=[O:5])=[O:3])=[CH:14][CH:13]=2)=[CH:9][CH:8]=1. (4) Given the reactants C(#N)C.C(O)(C(F)(F)F)=O.[Br:11][C:12]1[C:13]([OH:18])=[N:14][CH:15]=[CH:16][CH:17]=1.[I:19]N1C(=O)CCC1=O, predict the reaction product. The product is: [Br:11][C:12]1[C:13]([OH:18])=[N:14][CH:15]=[C:16]([I:19])[CH:17]=1. (5) Given the reactants [C:1]([N:8]([CH3:28])[CH:9]1[CH2:14][CH2:13][CH:12]([NH:15][CH2:16][C:17]2[CH:18]=[C:19](B(O)O)[CH:20]=[CH:21][C:22]=2[O:23][CH3:24])[CH2:11][CH2:10]1)([O:3][C:4]([CH3:7])([CH3:6])[CH3:5])=[O:2].FC(F)(F)S(O[C:35]1[CH:40]=[C:39]([CH3:41])[N:38]=[C:37]([CH3:42])[CH:36]=1)(=O)=O, predict the reaction product. The product is: [C:4]([O:3][C:1](=[O:2])[N:8]([CH:9]1[CH2:14][CH2:13][CH:12]([NH:15][CH2:16][C:17]2[CH:18]=[C:19]([C:35]3[CH:40]=[C:39]([CH3:41])[N:38]=[C:37]([CH3:42])[CH:36]=3)[CH:20]=[CH:21][C:22]=2[O:23][CH3:24])[CH2:11][CH2:10]1)[CH3:28])([CH3:7])([CH3:6])[CH3:5]. (6) Given the reactants Cl[CH2:2][C:3]([NH:5][C:6]1[C:11]([Br:12])=[N:10][C:9]([Br:13])=[CH:8][N:7]=1)=[O:4].[I-:14].[Na+], predict the reaction product. The product is: [Br:12][C:11]1[C:6]([NH:5][C:3](=[O:4])[CH2:2][I:14])=[N:7][CH:8]=[C:9]([Br:13])[N:10]=1. (7) The product is: [OH:1][CH:2]([C:26]1[CH:27]=[CH:28][C:29]([C:32]([CH3:38])([CH3:37])[C:33]([OH:35])=[O:34])=[CH:30][CH:31]=1)[CH2:3][CH2:4][CH2:5][N:6]1[CH2:7][CH2:8][CH:9]([C:12]([OH:25])([C:13]2[CH:14]=[CH:15][CH:16]=[CH:17][CH:18]=2)[C:19]2[CH:24]=[CH:23][CH:22]=[CH:21][CH:20]=2)[CH2:10][CH2:11]1. Given the reactants [OH:1][CH:2]([C:26]1[CH:31]=[CH:30][C:29]([C:32]([CH3:38])([CH3:37])[C:33]([O:35]C)=[O:34])=[CH:28][CH:27]=1)[CH2:3][CH2:4][CH2:5][N:6]1[CH2:11][CH2:10][CH:9]([C:12]([OH:25])([C:19]2[CH:24]=[CH:23][CH:22]=[CH:21][CH:20]=2)[C:13]2[CH:18]=[CH:17][CH:16]=[CH:15][CH:14]=2)[CH2:8][CH2:7]1.C1COCC1.[Li+].[OH-].C(Cl)Cl, predict the reaction product.